This data is from Full USPTO retrosynthesis dataset with 1.9M reactions from patents (1976-2016). The task is: Predict the reactants needed to synthesize the given product. Given the product [O:11]([C:18]1[CH:19]=[CH:20][C:21]([O:24][C:2]2[C:3]3[N:10]([CH2:26][CH:27]4[CH2:28][CH2:29][N:30]([C:33](=[O:35])[CH:40]=[CH2:41])[CH2:31][CH2:32]4)[CH:9]=[CH:8][C:4]=3[N:5]=[CH:6][N:7]=2)=[CH:22][CH:23]=1)[C:12]1[CH:17]=[CH:16][CH:15]=[CH:14][CH:13]=1, predict the reactants needed to synthesize it. The reactants are: Cl[C:2]1[C:3]2[NH:10][CH:9]=[CH:8][C:4]=2[N:5]=[CH:6][N:7]=1.[O:11]([C:18]1[CH:23]=[CH:22][C:21]([OH:24])=[CH:20][CH:19]=1)[C:12]1[CH:17]=[CH:16][CH:15]=[CH:14][CH:13]=1.O[CH2:26][CH:27]1[CH2:32][CH2:31][N:30]([C:33]([O:35]C(C)(C)C)=O)[CH2:29][CH2:28]1.[C:40](Cl)(=O)[CH:41]=C.